From a dataset of Catalyst prediction with 721,799 reactions and 888 catalyst types from USPTO. Predict which catalyst facilitates the given reaction. (1) Reactant: C(=O)([O-])N.[C:5]([N:8]1[C@@H:17]([CH:18]2[CH2:20][CH2:19]2)[C@H:16]([CH3:21])[C@@H:15]([NH:22][C:23]2[CH:28]=[CH:27][CH:26]=[CH:25][CH:24]=2)[C:14]2[N:13]=[C:12]([N:29]3[CH2:34][CH2:33][CH:32]([NH:35]C(=O)OC(C)(C)C)[CH2:31][CH2:30]3)[CH:11]=[CH:10][C:9]1=2)(=[O:7])[CH3:6].Cl. Product: [NH2:35][CH:32]1[CH2:31][CH2:30][N:29]([C:12]2[N:13]=[C:14]3[C:9](=[CH:10][CH:11]=2)[N:8]([C:5](=[O:7])[CH3:6])[C@@H:17]([CH:18]2[CH2:19][CH2:20]2)[C@H:16]([CH3:21])[C@H:15]3[NH:22][C:23]2[CH:24]=[CH:25][CH:26]=[CH:27][CH:28]=2)[CH2:34][CH2:33]1. The catalyst class is: 12. (2) Reactant: [O:1]=[C:2]1[NH:6][C:5]2[CH:7]=[C:8]([C:11]#N)[CH:9]=[CH:10][C:4]=2[O:3]1.C(O)=[O:14]. Product: [O:1]=[C:2]1[NH:6][C:5]2[CH:7]=[C:8]([CH:11]=[O:14])[CH:9]=[CH:10][C:4]=2[O:3]1. The catalyst class is: 6. (3) Reactant: [O:1]=[C:2](Cl)[O:3][C:4]([Cl:7])([Cl:6])[Cl:5].[CH2:9]([O:16][NH:17][C@H:18]1[CH2:22][N:21]([C:23]([O:25][C:26]([CH3:29])([CH3:28])[CH3:27])=[O:24])[C@H:20]([C:30]([O:32][CH2:33][CH:34]=[CH2:35])=[O:31])[CH2:19]1)[C:10]1[CH:15]=[CH:14][CH:13]=[CH:12][CH:11]=1.C(N(CC)CC)C. Product: [CH2:9]([O:16][N:17]([C:2]([O:3][C:4]([Cl:7])([Cl:6])[Cl:5])=[O:1])[C@H:18]1[CH2:22][N:21]([C:23]([O:25][C:26]([CH3:28])([CH3:29])[CH3:27])=[O:24])[C@H:20]([C:30]([O:32][CH2:33][CH:34]=[CH2:35])=[O:31])[CH2:19]1)[C:10]1[CH:15]=[CH:14][CH:13]=[CH:12][CH:11]=1. The catalyst class is: 4. (4) Reactant: C[O:2][C:3]1[CH:4]=[C:5]([C:9]([CH3:13])([CH3:12])[CH:10]=[O:11])[CH:6]=[CH:7][CH:8]=1.C1(S)C=CC=CC=1.C([O-])([O-])=O.[K+].[K+]. Product: [OH:2][C:3]1[CH:4]=[C:5]([C:9]([CH3:13])([CH3:12])[CH:10]=[O:11])[CH:6]=[CH:7][CH:8]=1. The catalyst class is: 60. (5) Reactant: [CH3:1][N:2]([CH3:14])[CH2:3][CH2:4][CH2:5][N:6]([CH3:13])[CH2:7][CH2:8][C:9]([CH3:12])([NH2:11])[CH3:10].C1COCC1.C(=O)([O-])O.[Na+].[C:25](ON1C(=O)CCC1=O)([O:27][CH2:28][C:29]1[CH:34]=[CH:33][CH:32]=[CH:31][CH:30]=1)=[O:26]. Product: [CH3:14][N:2]([CH3:1])[CH2:3][CH2:4][CH2:5][N:6]([CH3:13])[CH2:7][CH2:8][C:9]([NH:11][C:25](=[O:26])[O:27][CH2:28][C:29]1[CH:34]=[CH:33][CH:32]=[CH:31][CH:30]=1)([CH3:10])[CH3:12]. The catalyst class is: 6. (6) Reactant: [Cl:1][C:2]1[CH:3]=[C:4]2[C:8](=[CH:9][CH:10]=1)[NH:7][CH:6]=[C:5]2[CH2:11][CH2:12][NH:13][C:14](=[O:22])[C:15]1[CH:20]=[CH:19][CH:18]=[CH:17][C:16]=1I.[F:23][C:24]([F:35])([F:34])[C:25]1[CH:26]=[C:27](B(O)O)[CH:28]=[CH:29][CH:30]=1.C(=O)([O-])[O-].[Na+].[Na+]. Product: [Cl:1][C:2]1[CH:3]=[C:4]2[C:8](=[CH:9][CH:10]=1)[NH:7][CH:6]=[C:5]2[CH2:11][CH2:12][NH:13][C:14]([C:15]1[C:16]([C:29]2[CH:28]=[CH:27][CH:26]=[C:25]([C:24]([F:35])([F:34])[F:23])[CH:30]=2)=[CH:17][CH:18]=[CH:19][CH:20]=1)=[O:22]. The catalyst class is: 437. (7) Reactant: [CH3:1][O:2][C:3]1[C:11]([O:12][CH3:13])=[CH:10][CH:9]=[C:8]2[C:4]=1[CH2:5][CH2:6][C:7]2=[O:14].[F:15][C:16]([F:27])([F:26])[S:17][C:18]1[CH:25]=[CH:24][C:21]([CH:22]=O)=[CH:20][CH:19]=1.CC1C=CC(S(O)(=O)=O)=CC=1. Product: [CH3:1][O:2][C:3]1[C:11]([O:12][CH3:13])=[CH:10][CH:9]=[C:8]2[C:4]=1[CH2:5]/[C:6](=[CH:22]\[C:21]1[CH:24]=[CH:25][C:18]([S:17][C:16]([F:27])([F:15])[F:26])=[CH:19][CH:20]=1)/[C:7]2=[O:14]. The catalyst class is: 133. (8) Reactant: C([Zn]CC)C.[C:49]([SiH2:48][O:47][C:46](C)(C)C1C=CC(B2OB(C3C=CC([C:46](C)(C)[O:47][SiH2:48][C:49](C)(C)C)=CC=3)OB(C3C=CC([C:46](C)(C)[O:47][SiH2:48][C:49](C)(C)C)=CC=3)O2)=CC=1)(C)(C)C.N1([C@H](C2C=CC=CC=2)[C:64]([C:72]2[CH:77]=[CH:76][CH:75]=[CH:74][CH:73]=2)([C:66]2[CH:71]=[CH:70][CH:69]=[CH:68][CH:67]=2)[OH:65])CCCCC1.[C:84](C1C=C(C=CC=1)C=O)#[N:85].[C:94](O)(=O)C.[C:98]1([CH3:104])[CH:103]=CC=C[CH:99]=1. Product: [Si:48]([O:47][CH2:46][C:75]1[CH:74]=[CH:73][C:72]([C@H:64]([OH:65])[C:66]2[CH:67]=[C:68]([CH:69]=[CH:70][CH:71]=2)[C:84]#[N:85])=[CH:77][CH:76]=1)([C:98]([CH3:104])([CH3:103])[CH3:99])([CH3:49])[CH3:94]. The catalyst class is: 6.